This data is from Full USPTO retrosynthesis dataset with 1.9M reactions from patents (1976-2016). The task is: Predict the reactants needed to synthesize the given product. Given the product [F:57][C:42]1[CH:43]=[C:44]([CH2:47][NH:48][CH3:49])[CH:45]=[CH:46][C:41]=1[C:38]1[CH:37]=[C:36]([C:17]2[C:16]([NH2:15])=[N:21][CH:20]=[C:19]([C:22]3[CH:27]=[CH:26][C:25]([S:28]([CH:31]4[CH2:35][CH2:34][O:33][CH2:32]4)(=[O:29])=[O:30])=[CH:24][CH:23]=3)[N:18]=2)[O:40][N:39]=1, predict the reactants needed to synthesize it. The reactants are: C(O)(C(F)(F)F)=O.C(OC([N:15](C(OC(C)(C)C)=O)[C:16]1[C:17]([C:36]2[O:40][N:39]=[C:38]([C:41]3[CH:46]=[CH:45][C:44]([CH2:47][N:48](C)[C:49](=O)OC(C)(C)C)=[CH:43][C:42]=3[F:57])[CH:37]=2)=[N:18][C:19]([C:22]2[CH:27]=[CH:26][C:25]([S:28]([CH:31]3[CH2:35][CH2:34][O:33][CH2:32]3)(=[O:30])=[O:29])=[CH:24][CH:23]=2)=[CH:20][N:21]=1)=O)(C)(C)C.